From a dataset of Retrosynthesis with 50K atom-mapped reactions and 10 reaction types from USPTO. Predict the reactants needed to synthesize the given product. (1) The reactants are: CC(=O)Oc1c(C)c(C)c2c(c1C)CCC(C)(COc1ccc(CC3SC(=O)NC3=O)cc1)O2.CC(C)(C)OC(=O)CBr. Given the product CC(=O)Oc1c(C)c(C)c2c(c1C)CCC(C)(COc1ccc(CC3SC(=O)N(CC(=O)OC(C)(C)C)C3=O)cc1)O2, predict the reactants needed to synthesize it. (2) Given the product Cc1cc(C2CC2)cnc1N1CCN(C(=O)c2ccc(N3CC(C)(C)OC3=O)cc2F)CC1, predict the reactants needed to synthesize it. The reactants are: CC1(C)CNC(=O)O1.Cc1cc(C2CC2)cnc1N1CCN(C(=O)c2ccc(Br)cc2F)CC1. (3) Given the product O=C(c1cccc(-c2noc(C(F)(F)F)n2)c1)N1CCN(c2ccccc2F)CC1, predict the reactants needed to synthesize it. The reactants are: Fc1ccccc1N1CCNCC1.O=C(O)c1cccc(-c2noc(C(F)(F)F)n2)c1.